Dataset: Forward reaction prediction with 1.9M reactions from USPTO patents (1976-2016). Task: Predict the product of the given reaction. (1) The product is: [Br:1][C:2]1[CH:9]=[CH:8][C:5]([CH2:6][N:10]2[CH2:15][CH2:14][O:13][CH2:12][CH2:11]2)=[CH:4][CH:3]=1. Given the reactants [Br:1][C:2]1[CH:9]=[CH:8][C:5]([CH2:6]Br)=[CH:4][CH:3]=1.[NH:10]1[CH2:15][CH2:14][O:13][CH2:12][CH2:11]1, predict the reaction product. (2) Given the reactants [CH3:1][C:2]1[C:6]2[CH:7]=[CH:8][C:9]([C:11]([O:13][CH3:14])=[O:12])=[CH:10][C:5]=2[O:4][CH:3]=1.[H][H], predict the reaction product. The product is: [CH3:1][CH:2]1[C:6]2[CH:7]=[CH:8][C:9]([C:11]([O:13][CH3:14])=[O:12])=[CH:10][C:5]=2[O:4][CH2:3]1. (3) Given the reactants [CH2:1]([O:3][C:4]([CH:6]1[CH:8]2[CH2:9][C:10]3[CH:11]=[C:12](N)[N:13]=[CH:14][C:15]=3[CH:7]12)=[O:5])[CH3:2].N([O-])=[O:18].[Na+].[OH-].[Na+].C([O-])(O)=O.[Na+], predict the reaction product. The product is: [CH2:1]([O:3][C:4]([CH:6]1[CH:8]2[CH2:9][C:10]3[CH:11]=[C:12]([OH:18])[N:13]=[CH:14][C:15]=3[CH:7]12)=[O:5])[CH3:2]. (4) Given the reactants [CH:1]([C:4]1[CH:5]=[CH:6][C:7]([O:34][CH3:35])=[C:8]([C:10]2[CH:15]=[CH:14][C:13]([C:16]([F:19])([F:18])[F:17])=[CH:12][C:11]=2[CH2:20][NH:21][C:22]2[N:27]=[CH:26][C:25]([N:28]3[CH2:33][CH2:32][O:31][CH2:30][CH2:29]3)=[CH:24][N:23]=2)[CH:9]=1)([CH3:3])[CH3:2].[F:36][C:37]1[CH:38]=[C:39]([CH:42]=[C:43]([C:45]([F:48])([F:47])[F:46])[CH:44]=1)[CH2:40]Br.[H-].[Na+], predict the reaction product. The product is: [F:36][C:37]1[CH:38]=[C:39]([CH:42]=[C:43]([C:45]([F:46])([F:47])[F:48])[CH:44]=1)[CH2:40][N:21]([CH2:20][C:11]1[CH:12]=[C:13]([C:16]([F:17])([F:19])[F:18])[CH:14]=[CH:15][C:10]=1[C:8]1[CH:9]=[C:4]([CH:1]([CH3:3])[CH3:2])[CH:5]=[CH:6][C:7]=1[O:34][CH3:35])[C:22]1[N:27]=[CH:26][C:25]([N:28]2[CH2:29][CH2:30][O:31][CH2:32][CH2:33]2)=[CH:24][N:23]=1. (5) Given the reactants [F:1][C:2]1[CH:7]=[CH:6][C:5]([CH3:8])=[CH:4][C:3]=1[C:9]1[CH:10]=[N:11][C:12]([N:15]2[C:23]3[C:18](=[CH:19][CH:20]=[C:21]([C:24]([N:26]([CH2:28][C:29]([O:31]C)=[O:30])[CH3:27])=[O:25])[CH:22]=3)[C:17]([S:33][CH3:34])=[CH:16]2)=[N:13][CH:14]=1.O.[OH-].[Li+], predict the reaction product. The product is: [F:1][C:2]1[CH:7]=[CH:6][C:5]([CH3:8])=[CH:4][C:3]=1[C:9]1[CH:10]=[N:11][C:12]([N:15]2[C:23]3[C:18](=[CH:19][CH:20]=[C:21]([C:24]([N:26]([CH2:28][C:29]([OH:31])=[O:30])[CH3:27])=[O:25])[CH:22]=3)[C:17]([S:33][CH3:34])=[CH:16]2)=[N:13][CH:14]=1. (6) The product is: [CH2:17]([O:1][CH2:2][C:3]1[O:7][N:6]=[C:5]([C:8]([O:10][CH2:11][CH3:12])=[O:9])[CH:4]=1)[C:16]#[CH:15]. Given the reactants [OH:1][CH2:2][C:3]1[O:7][N:6]=[C:5]([C:8]([O:10][CH2:11][CH3:12])=[O:9])[CH:4]=1.[H-].[Na+].[CH2:15](Br)[C:16]#[CH:17].[Cl-].[NH4+], predict the reaction product.